This data is from hERG Central: cardiac toxicity at 1µM, 10µM, and general inhibition. The task is: Predict hERG channel inhibition at various concentrations. (1) The compound is O=S(=O)(NCC(c1cccnc1)N1CCN(c2ccccc2)CC1)c1cccs1. Results: hERG_inhib (hERG inhibition (general)): blocker. (2) The compound is O=C(CN(Cc1ccc(F)cc1)C(=O)c1csnn1)NCc1ccc2c(c1)OCO2. Results: hERG_inhib (hERG inhibition (general)): blocker.